This data is from Forward reaction prediction with 1.9M reactions from USPTO patents (1976-2016). The task is: Predict the product of the given reaction. (1) Given the reactants [Cl:1][C:2]1[C:3]([F:11])=[C:4]([CH2:8][C:9]#[N:10])[CH:5]=[CH:6][CH:7]=1.CO, predict the reaction product. The product is: [ClH:1].[Cl:1][C:2]1[C:3]([F:11])=[C:4]([CH2:8][CH2:9][NH2:10])[CH:5]=[CH:6][CH:7]=1. (2) Given the reactants [CH2:1]([S:3]([C:6]1[CH:7]=[C:8]([C:12]2[C:17]3[C:18]4[C:19]([NH:25][C:16]=3[C:15](=O)[N:14](CC3C=CC(OC)=CC=3)[CH:13]=2)=[N:20][CH:21]=[C:22]([CH3:24])[CH:23]=4)[CH:9]=[CH:10][CH:11]=1)(=[O:5])=[O:4])[CH3:2].O=P(Cl)(Cl)[Cl:38], predict the reaction product. The product is: [Cl:38][C:15]1[C:16]2[NH:25][C:19]3[C:18]([C:17]=2[C:12]([C:8]2[CH:9]=[CH:10][CH:11]=[C:6]([S:3]([CH2:1][CH3:2])(=[O:5])=[O:4])[CH:7]=2)=[CH:13][N:14]=1)=[CH:23][C:22]([CH3:24])=[CH:21][N:20]=3. (3) Given the reactants C(OC(=O)[NH:7][CH:8]1[CH2:14][O:13][C:12]2[N:15]=[CH:16][C:17]([NH:19][C:20](=[O:29])[C:21]3[C:26]([Cl:27])=[CH:25][CH:24]=[CH:23][C:22]=3[Cl:28])=[CH:18][C:11]=2[N:10]([S:30]([C:33]2[CH:34]=[C:35]([CH3:39])[CH:36]=[CH:37][CH:38]=2)(=[O:32])=[O:31])[CH2:9]1)(C)(C)C.Cl, predict the reaction product. The product is: [NH2:7][CH:8]1[CH2:14][O:13][C:12]2[N:15]=[CH:16][C:17]([NH:19][C:20](=[O:29])[C:21]3[C:26]([Cl:27])=[CH:25][CH:24]=[CH:23][C:22]=3[Cl:28])=[CH:18][C:11]=2[N:10]([S:30]([C:33]2[CH:34]=[C:35]([CH3:39])[CH:36]=[CH:37][CH:38]=2)(=[O:31])=[O:32])[CH2:9]1.